Dataset: Full USPTO retrosynthesis dataset with 1.9M reactions from patents (1976-2016). Task: Predict the reactants needed to synthesize the given product. Given the product [CH2:11]([NH:18][C:2]1[C:3]2[S:10][CH:9]=[CH:8][C:4]=2[N:5]=[CH:6][N:7]=1)[C:12]1[CH:17]=[CH:16][CH:15]=[CH:14][CH:13]=1, predict the reactants needed to synthesize it. The reactants are: Cl[C:2]1[C:3]2[S:10][CH:9]=[CH:8][C:4]=2[N:5]=[CH:6][N:7]=1.[CH2:11]([NH2:18])[C:12]1[CH:17]=[CH:16][CH:15]=[CH:14][CH:13]=1.